Task: Predict the reaction yield, written as a fraction of the theoretical maximum amount of product (1.0 means a 100% yield; for example, 0.34 means a 34% yield).. Dataset: Reaction yield outcomes from USPTO patents with 853,638 reactions (1) The reactants are Cl[C:2]1[C:11]2[C:6](=[CH:7][CH:8]=[C:9]([F:12])[CH:10]=2)[N:5]([CH2:13][C:14]2[CH:19]=[CH:18][C:17]([F:20])=[CH:16][CH:15]=2)[C:4](=[O:21])[C:3]=1[C:22]#[N:23].[NH:24]1[CH2:29][CH2:28][NH:27][CH2:26][CH2:25]1. The catalyst is ClCCl. The product is [F:12][C:9]1[CH:10]=[C:11]2[C:6](=[CH:7][CH:8]=1)[N:5]([CH2:13][C:14]1[CH:19]=[CH:18][C:17]([F:20])=[CH:16][CH:15]=1)[C:4](=[O:21])[C:3]([C:22]#[N:23])=[C:2]2[N:24]1[CH2:29][CH2:28][NH:27][CH2:26][CH2:25]1. The yield is 0.950. (2) The product is [Cl:1][C:2]1[C:3]2[C:10]([C:29]3[CH:30]=[CH:31][C:32]([O:33][C:34]4[CH:35]=[CH:36][CH:37]=[CH:38][CH:39]=4)=[C:27]([O:26][CH3:25])[CH:28]=3)=[CH:9][N:8]([C@H:12]3[CH2:17][CH2:16][C@H:15]([N:18]4[CH2:23][CH2:22][NH:21][CH2:24][CH:19]4[CH3:20])[CH2:14][CH2:13]3)[C:4]=2[N:5]=[CH:6][N:7]=1. The catalyst is C(#N)C. The yield is 0.640. The reactants are [Cl:1][C:2]1[C:3]2[C:10](I)=[CH:9][N:8]([C@H:12]3[CH2:17][CH2:16][C@H:15]([N:18]4[CH2:23][CH2:22][N:21]([CH3:24])[CH2:20][CH2:19]4)[CH2:14][CH2:13]3)[C:4]=2[N:5]=[CH:6][N:7]=1.[CH3:25][O:26][C:27]1[CH:28]=[C:29](B2OC(C)(C)C(C)(C)O2)[CH:30]=[CH:31][C:32]=1[O:33][C:34]1[CH:39]=[CH:38][CH:37]=[CH:36][CH:35]=1.ClC1C2C(C3C=CC(OC4C=CC=CC=4)=C(C=3)C#N)=CN([C@H]3CC[C@H](N4CCN(C)CC4)CC3)C=2N=CN=1.CO[C@@H]1[C@@H](C(OC)=O)[C@@H]2[C@@H](CN3[C@H](C2)C2NC4C=C(OC)C=CC=4C=2CC3)C[C@H]1OC(C1C=C(OC)C(OC)=C(OC)C=1)=O. (3) The reactants are [Cl:1][C:2]1[CH:7]=[C:6]([Cl:8])[CH:5]=[CH:4][C:3]=1[CH:9]1[N:14]2[CH:15]=[C:16]([C:18]([O:20][CH2:21][CH3:22])=[O:19])[N:17]=[C:13]2[NH:12][C:11]([CH3:23])=[C:10]1[C:24]([O:26][C:27]([CH3:30])([CH3:29])[CH3:28])=[O:25].[O-][Mn](=O)(=O)=O.[K+]. The catalyst is CC(C)=O. The product is [Cl:1][C:2]1[CH:7]=[C:6]([Cl:8])[CH:5]=[CH:4][C:3]=1[C:9]1[N:14]2[CH:15]=[C:16]([C:18]([O:20][CH2:21][CH3:22])=[O:19])[N:17]=[C:13]2[N:12]=[C:11]([CH3:23])[C:10]=1[C:24]([O:26][C:27]([CH3:28])([CH3:30])[CH3:29])=[O:25]. The yield is 0.570. (4) The reactants are [CH3:1][O:2][C:3]1[CH:8]=[CH:7][CH:6]=[CH:5][C:4]=1[N:9]1[C:17](=[O:18])[NH:16][C:15]2[C:10]1=[N:11][C:12]([NH:24][C@H:25]1[CH2:29][CH2:28][NH:27][CH2:26]1)=[N:13][C:14]=2[C:19]([O:21]CC)=O.C(OC([N:37]1CC[C@H](NC2N=C3C(NC(=O)N3C3C=CC=CC=3OC)=C(C(OCC)=O)N=2)C1)=O)(C)(C)C. The catalyst is ClCCl.FC(F)(F)C(O)=O. The product is [CH3:1][O:2][C:3]1[CH:8]=[CH:7][CH:6]=[CH:5][C:4]=1[N:9]1[C:17](=[O:18])[NH:16][C:15]2[C:10]1=[N:11][C:12]([NH:24][C@H:25]1[CH2:29][CH2:28][NH:27][CH2:26]1)=[N:13][C:14]=2[C:19]([NH2:37])=[O:21]. The yield is 1.00. (5) The reactants are [CH3:1][C:2]([C:4]1[CH:9]=[CH:8][CH:7]=[C:6]([N+:10]([O-:12])=[O:11])[CH:5]=1)=[O:3].[CH2:13]([CH:20]1[CH2:25][CH2:24][NH:23][CH2:22][CH2:21]1)[C:14]1[CH:19]=[CH:18][CH:17]=[CH:16][CH:15]=1.Cl.[CH2:27]=O. The catalyst is C(O)C.CCOC(C)=O. The product is [CH2:13]([CH:20]1[CH2:25][CH2:24][N:23]([CH2:27][CH2:1][C:2]([C:4]2[CH:9]=[CH:8][CH:7]=[C:6]([N+:10]([O-:12])=[O:11])[CH:5]=2)=[O:3])[CH2:22][CH2:21]1)[C:14]1[CH:19]=[CH:18][CH:17]=[CH:16][CH:15]=1. The yield is 0.200. (6) The reactants are [C:1]([C:4]1[O:8][N:7]=[C:6]([C:9]([O:11]CC)=[O:10])[CH:5]=1)(=[O:3])[CH3:2].[OH-].[Li+]. The catalyst is C1COCC1.CO.O. The product is [C:1]([C:4]1[O:8][N:7]=[C:6]([C:9]([OH:11])=[O:10])[CH:5]=1)(=[O:3])[CH3:2]. The yield is 0.299. (7) The reactants are FC(F)(F)C(O)=O.[Cl:8][C:9]1[CH:14]=[C:13]([Cl:15])[CH:12]=[CH:11][C:10]=1[C@H:16]([N:18]1[C:22]2[CH:23]=[C:24]([N:27]3[CH2:32][CH2:31][N:30]([C:33]([C@H:35]4[CH2:39][CH2:38][CH2:37][N:36]4C(OC(C)(C)C)=O)=[O:34])[C@H:29]([CH2:47][OH:48])[CH2:28]3)[CH:25]=[CH:26][C:21]=2[N:20]=[N:19]1)[CH3:17]. The catalyst is ClCCl. The product is [Cl:8][C:9]1[CH:14]=[C:13]([Cl:15])[CH:12]=[CH:11][C:10]=1[C@H:16]([N:18]1[C:22]2[CH:23]=[C:24]([N:27]3[CH2:32][CH2:31][N:30]([C:33]([C@H:35]4[CH2:39][CH2:38][CH2:37][NH:36]4)=[O:34])[C@H:29]([CH2:47][OH:48])[CH2:28]3)[CH:25]=[CH:26][C:21]=2[N:20]=[N:19]1)[CH3:17]. The yield is 0.590.